This data is from Catalyst prediction with 721,799 reactions and 888 catalyst types from USPTO. The task is: Predict which catalyst facilitates the given reaction. Reactant: N#N.CC(C)([O-])C.[K+].[CH3:9][O:10][C:11](=[O:27])[CH2:12][N:13]=C(C1C=CC=CC=1)C1C=CC=CC=1.[C:28](Cl)(=[O:32])[CH:29]([CH3:31])[CH3:30].C(=O)(O)[O-].[Na+].[Cl:39][C:40]1[CH:48]=[CH:47][C:43]([C:44](Cl)=[O:45])=[CH:42][CH:41]=1. Product: [CH3:9][O:10][C:11](=[O:27])[CH:12]([NH:13][C:44](=[O:45])[C:43]1[CH:47]=[CH:48][C:40]([Cl:39])=[CH:41][CH:42]=1)[C:28](=[O:32])[CH:29]([CH3:31])[CH3:30]. The catalyst class is: 13.